From a dataset of NCI-60 drug combinations with 297,098 pairs across 59 cell lines. Regression. Given two drug SMILES strings and cell line genomic features, predict the synergy score measuring deviation from expected non-interaction effect. (1) Drug 1: CC1=C(C=C(C=C1)NC2=NC=CC(=N2)N(C)C3=CC4=NN(C(=C4C=C3)C)C)S(=O)(=O)N.Cl. Drug 2: CC(C)(C#N)C1=CC(=CC(=C1)CN2C=NC=N2)C(C)(C)C#N. Cell line: HOP-92. Synergy scores: CSS=7.41, Synergy_ZIP=-1.24, Synergy_Bliss=1.41, Synergy_Loewe=2.45, Synergy_HSA=2.01. (2) Drug 1: CCC(=C(C1=CC=CC=C1)C2=CC=C(C=C2)OCCN(C)C)C3=CC=CC=C3.C(C(=O)O)C(CC(=O)O)(C(=O)O)O. Drug 2: CN(CCCl)CCCl.Cl. Cell line: MDA-MB-435. Synergy scores: CSS=0.546, Synergy_ZIP=-1.15, Synergy_Bliss=-5.43, Synergy_Loewe=-12.8, Synergy_HSA=-8.22. (3) Synergy scores: CSS=31.1, Synergy_ZIP=-5.44, Synergy_Bliss=0.728, Synergy_Loewe=-33.9, Synergy_HSA=0.737. Cell line: BT-549. Drug 1: COC1=NC(=NC2=C1N=CN2C3C(C(C(O3)CO)O)O)N. Drug 2: C1=NC(=NC(=O)N1C2C(C(C(O2)CO)O)O)N. (4) Drug 1: CC1=C(C(CCC1)(C)C)C=CC(=CC=CC(=CC(=O)O)C)C. Drug 2: CCCCC(=O)OCC(=O)C1(CC(C2=C(C1)C(=C3C(=C2O)C(=O)C4=C(C3=O)C=CC=C4OC)O)OC5CC(C(C(O5)C)O)NC(=O)C(F)(F)F)O. Cell line: HOP-62. Synergy scores: CSS=18.8, Synergy_ZIP=-0.560, Synergy_Bliss=-4.17, Synergy_Loewe=-21.0, Synergy_HSA=-6.46. (5) Drug 1: C1=C(C(=O)NC(=O)N1)F. Drug 2: C1=CC=C(C=C1)NC(=O)CCCCCCC(=O)NO. Cell line: OVCAR3. Synergy scores: CSS=64.0, Synergy_ZIP=-1.96, Synergy_Bliss=-1.54, Synergy_Loewe=-1.71, Synergy_HSA=2.17.